Dataset: Full USPTO retrosynthesis dataset with 1.9M reactions from patents (1976-2016). Task: Predict the reactants needed to synthesize the given product. (1) Given the product [Cl:4][C:5]1[CH:14]=[C:13]([O:2][CH3:1])[C:12]([N+:16]([O-:18])=[O:17])=[CH:11][C:6]=1[C:7]([O:9][CH3:10])=[O:8], predict the reactants needed to synthesize it. The reactants are: [CH3:1][O-:2].[Na+].[Cl:4][C:5]1[CH:14]=[C:13](F)[C:12]([N+:16]([O-:18])=[O:17])=[CH:11][C:6]=1[C:7]([O:9][CH3:10])=[O:8]. (2) Given the product [NH2:42][CH2:41][C@H:38]1[CH2:37][CH2:36][C@H:35]([CH2:34][NH:33][C:31]([C:29]2[C:28]3[C:23](=[CH:24][CH:25]=[CH:26][CH:27]=3)[N:22]=[C:21]([C:18]3[CH:19]=[N:20][C:15]([N:12]4[CH2:11][CH2:10][N:9]([CH3:8])[CH2:14][CH2:13]4)=[CH:16][CH:17]=3)[CH:30]=2)=[O:32])[CH2:40][CH2:39]1, predict the reactants needed to synthesize it. The reactants are: C(O)(C(F)(F)F)=O.[CH3:8][N:9]1[CH2:14][CH2:13][N:12]([C:15]2[N:20]=[CH:19][C:18]([C:21]3[CH:30]=[C:29]([C:31]([NH:33][CH2:34][C@H:35]4[CH2:40][CH2:39][C@H:38]([CH2:41][NH:42]C(=O)OC(C)(C)C)[CH2:37][CH2:36]4)=[O:32])[C:28]4[C:23](=[CH:24][CH:25]=[CH:26][CH:27]=4)[N:22]=3)=[CH:17][CH:16]=2)[CH2:11][CH2:10]1. (3) Given the product [O:34]1[CH:35]=[CH:36][C:32]([N:22]([CH2:23][C:24]2[CH:29]=[CH:28][C:27]([O:30][CH3:31])=[CH:26][CH:25]=2)[S:19]([C:15]2[CH:14]=[C:13]3[C:18](=[CH:17][CH:16]=2)[N:9]([C:5]2[C:4]([OH:38])=[CH:3][C:2]([C:42]4[CH:41]=[C:40]([F:39])[CH:45]=[C:44]([F:46])[CH:43]=4)=[C:7]([F:8])[CH:6]=2)[C:10](=[O:37])[CH:11]=[CH:12]3)(=[O:21])=[O:20])=[N:33]1, predict the reactants needed to synthesize it. The reactants are: Br[C:2]1[C:7]([F:8])=[CH:6][C:5]([N:9]2[C:18]3[C:13](=[CH:14][C:15]([S:19]([N:22]([C:32]4[CH:36]=[CH:35][O:34][N:33]=4)[CH2:23][C:24]4[CH:29]=[CH:28][C:27]([O:30][CH3:31])=[CH:26][CH:25]=4)(=[O:21])=[O:20])=[CH:16][CH:17]=3)[CH:12]=[CH:11][C:10]2=[O:37])=[C:4]([OH:38])[CH:3]=1.[F:39][C:40]1[CH:41]=[C:42](B(O)O)[CH:43]=[C:44]([F:46])[CH:45]=1.C(=O)([O-])[O-].[K+].[K+].C(Cl)Cl. (4) Given the product [Cl:20][C:19]1[CH:18]=[CH:17][C:13]([C:14]([OH:16])=[O:15])=[CH:12][C:11]=1[NH:10][C:7]1[CH2:6][CH2:5][CH2:4][C:3](=[O:9])[C:2]=1[CH3:1].[CH3:6][CH2:7][OH:8], predict the reactants needed to synthesize it. The reactants are: [CH3:1][CH:2]1[C:7](=[O:8])[CH2:6][CH2:5][CH2:4][C:3]1=[O:9].[NH2:10][C:11]1[CH:12]=[C:13]([CH:17]=[CH:18][C:19]=1[Cl:20])[C:14]([OH:16])=[O:15]. (5) Given the product [CH2:1]([C:8]1[CH:13]=[CH:12][C:11]([CH2:14][CH:15]([O:22][CH2:23][CH3:24])[C:16]([O:18][CH:19]([CH3:21])[CH3:20])=[O:17])=[CH:10][C:9]=1[O:25][CH2:43][CH2:42][C:39]1[CH:38]=[CH:37][C:36]([O:35][S:32]([CH3:31])(=[O:33])=[O:34])=[CH:41][CH:40]=1)[C:2]1[CH:3]=[CH:4][CH:5]=[CH:6][CH:7]=1, predict the reactants needed to synthesize it. The reactants are: [CH2:1]([C:8]1[CH:13]=[CH:12][C:11]([CH2:14][CH:15]([O:22][CH2:23][CH3:24])[C:16]([O:18][CH:19]([CH3:21])[CH3:20])=[O:17])=[CH:10][C:9]=1[OH:25])[C:2]1[CH:7]=[CH:6][CH:5]=[CH:4][CH:3]=1.CC(=O)CC.[CH3:31][S:32]([O:35][C:36]1[CH:41]=[CH:40][C:39]([CH2:42][CH2:43]CS([O-])(=O)=O)=[CH:38][CH:37]=1)(=[O:34])=[O:33].C(=O)([O-])[O-].[K+].[K+]. (6) Given the product [Cl:1][C:2]1[CH:10]=[CH:9][C:8]([O:11][CH3:12])=[C:7]2[C:3]=1[C:4]([CH3:18])([C:13]([O:15][CH2:16][CH3:17])=[O:14])[CH2:5][N:6]2[C:20]1[CH:25]=[CH:24][CH:23]=[CH:22][C:21]=1[N+:26]([O-:28])=[O:27], predict the reactants needed to synthesize it. The reactants are: [Cl:1][C:2]1[CH:10]=[CH:9][C:8]([O:11][CH3:12])=[C:7]2[C:3]=1[C:4]([CH3:18])([C:13]([O:15][CH2:16][CH3:17])=[O:14])[CH2:5][NH:6]2.Br[C:20]1[CH:25]=[CH:24][CH:23]=[CH:22][C:21]=1[N+:26]([O-:28])=[O:27].C1C=CC(P(C2C(C3C(P(C4C=CC=CC=4)C4C=CC=CC=4)=CC=C4C=3C=CC=C4)=C3C(C=CC=C3)=CC=2)C2C=CC=CC=2)=CC=1.C([O-])([O-])=O.[Cs+].[Cs+]. (7) Given the product [CH3:34][C:29]1[C:28]([NH:27][C:7](=[O:9])[C:6]2[CH:10]=[C:2]([F:1])[CH:3]=[N:4][C:5]=2[O:11][C:12]2[CH:17]=[CH:16][CH:15]=[C:14]([S:18][CH3:19])[CH:13]=2)=[CH:33][CH:32]=[CH:31][N:30]=1, predict the reactants needed to synthesize it. The reactants are: [F:1][C:2]1[CH:3]=[N:4][C:5]([O:11][C:12]2[CH:17]=[CH:16][CH:15]=[C:14]([S:18][CH3:19])[CH:13]=2)=[C:6]([CH:10]=1)[C:7]([OH:9])=O.C(N(CC)CC)C.[NH2:27][C:28]1[C:29]([CH3:34])=[N:30][CH:31]=[CH:32][CH:33]=1.Cl.CN(C)CCCN=C=NCC.ON1C2C=CC=CC=2N=N1. (8) Given the product [CH3:39][O:40][C:41]1[CH:42]=[CH:43][C:44]2[NH:50][C:49](=[O:51])[N:48]([CH:52]3[CH2:53][CH2:54][N:55]([C:58]([O:60][C@H:61]([CH2:80][C:81]4[CH:86]=[C:85]([C:87]([F:90])([F:88])[F:89])[C:84]([NH2:91])=[C:83]([Cl:92])[CH:82]=4)[C:62]([N:64]4[CH2:65][CH2:66][CH:67]([CH:70]5[CH2:75][CH2:74][N:73]([CH2:76][C:77]([O:38][CH2:37][CH2:36][N:30]6[CH2:35][CH2:34][O:33][CH2:32][CH2:31]6)=[O:78])[CH2:72][CH2:71]5)[CH2:68][CH2:69]4)=[O:63])=[O:59])[CH2:56][CH2:57]3)[CH2:47][CH2:46][C:45]=2[CH:93]=1, predict the reactants needed to synthesize it. The reactants are: CN(C(ON1N=NC2C=CC=CC1=2)=[N+](C)C)C.[B-](F)(F)(F)F.C(N(CC)CC)C.[N:30]1([CH2:36][CH2:37][OH:38])[CH2:35][CH2:34][O:33][CH2:32][CH2:31]1.[CH3:39][O:40][C:41]1[CH:42]=[CH:43][C:44]2[NH:50][C:49](=[O:51])[N:48]([CH:52]3[CH2:57][CH2:56][N:55]([C:58]([O:60][C@H:61]([CH2:80][C:81]4[CH:86]=[C:85]([C:87]([F:90])([F:89])[F:88])[C:84]([NH2:91])=[C:83]([Cl:92])[CH:82]=4)[C:62]([N:64]4[CH2:69][CH2:68][CH:67]([CH:70]5[CH2:75][CH2:74][N:73]([CH2:76][C:77](O)=[O:78])[CH2:72][CH2:71]5)[CH2:66][CH2:65]4)=[O:63])=[O:59])[CH2:54][CH2:53]3)[CH2:47][CH2:46][C:45]=2[CH:93]=1.C([O-])(O)=O.[Na+]. (9) Given the product [CH3:18][C:7]1[CH:8]=[C:9]2[CH:10]=[C:11]([C:12]3[CH:17]=[CH:16][CH:15]=[CH:14][CH:13]=3)[NH:3][C:4]2=[N:5][CH:6]=1, predict the reactants needed to synthesize it. The reactants are: [H-].[K+].[NH2:3][C:4]1[C:9]([C:10]#[C:11][C:12]2[CH:17]=[CH:16][CH:15]=[CH:14][CH:13]=2)=[CH:8][C:7]([CH3:18])=[CH:6][N:5]=1.